This data is from Forward reaction prediction with 1.9M reactions from USPTO patents (1976-2016). The task is: Predict the product of the given reaction. (1) Given the reactants [F:1][P-:2]([F:7])([F:6])([F:5])([F:4])[F:3].[Br:8][P+:9]([N:20]1[CH2:24][CH2:23][CH2:22][CH2:21]1)([N:15]1[CH2:19][CH2:18][CH2:17][CH2:16]1)[N:10]1[CH2:14][CH2:13][CH2:12][CH2:11]1.ClCCl.CN1CCCC1=O.[CH:35]([N:38]([CH2:42][CH3:43])[CH:39]([CH3:41])[CH3:40])([CH3:37])[CH3:36], predict the reaction product. The product is: [CH2:23]1[CH2:24][N:20]([P+:9]([Br:8])([N:10]2[CH2:11][CH2:12][CH2:13][CH2:14]2)[N:15]2[CH2:19][CH2:18][CH2:17][CH2:16]2)[CH2:21][CH2:22]1.[F:1][P-:2]([F:7])([F:6])([F:5])([F:4])[F:3].[CH3:43][CH2:42][N:38]([CH:39]([CH3:41])[CH3:40])[CH:35]([CH3:37])[CH3:36]. (2) Given the reactants Br[C:2]1[CH:3]=[CH:4][C:5]([F:8])=[N:6][CH:7]=1.[Li]CCCC.[B:14](OC)([O:17]C)[O:15]C, predict the reaction product. The product is: [F:8][C:5]1[N:6]=[CH:7][C:2]([B:14]([OH:17])[OH:15])=[CH:3][CH:4]=1. (3) The product is: [N:11]1([C:9]([O:8][CH2:1][C:2]2[CH:3]=[CH:4][CH:5]=[CH:6][CH:7]=2)=[O:10])[CH2:39][CH2:38][CH:30]([C:31]([O:33][C:34]([CH3:37])([CH3:36])[CH3:35])=[O:32])[N:12]1[C:13]([O:15][CH2:16][C:17]1[CH:22]=[CH:21][CH:20]=[CH:19][CH:18]=1)=[O:14]. Given the reactants [CH2:1]([O:8][C:9]([NH:11][NH:12][C:13]([O:15][CH2:16][C:17]1[CH:22]=[CH:21][CH:20]=[CH:19][CH:18]=1)=[O:14])=[O:10])[C:2]1[CH:7]=[CH:6][CH:5]=[CH:4][CH:3]=1.C(=O)([O-])[O-].[Cs+].[Cs+].Br[CH:30]([CH2:38][CH2:39]Br)[C:31]([O:33][C:34]([CH3:37])([CH3:36])[CH3:35])=[O:32], predict the reaction product. (4) Given the reactants Cl[C:2]1[C:7]2[CH2:8][CH2:9][CH2:10][C:6]=2[N:5]=[C:4]([S:11]([CH3:14])(=[O:13])=[O:12])[N:3]=1.[CH3:15][O-:16].[Na+], predict the reaction product. The product is: [CH3:15][O:16][C:2]1[C:7]2[CH2:8][CH2:9][CH2:10][C:6]=2[N:5]=[C:4]([S:11]([CH3:14])(=[O:13])=[O:12])[N:3]=1.